Dataset: Forward reaction prediction with 1.9M reactions from USPTO patents (1976-2016). Task: Predict the product of the given reaction. (1) Given the reactants C([NH:5][C:6]1[CH:11]=[C:10]([Cl:12])[N:9]=[C:8]([O:13][CH:14]2[CH2:19][CH2:18][CH2:17][N:16]([CH3:20])[CH2:15]2)[N:7]=1)(C)(C)C.S(=O)(=O)(O)O.N, predict the reaction product. The product is: [Cl:12][C:10]1[N:9]=[C:8]([O:13][CH:14]2[CH2:19][CH2:18][CH2:17][N:16]([CH3:20])[CH2:15]2)[N:7]=[C:6]([NH2:5])[CH:11]=1. (2) Given the reactants [CH:1]1([C:6]([OH:8])=O)[CH2:5][CH2:4][CH2:3][CH2:2]1.CCN(C(C)C)C(C)C.CCN=C=NCCCN(C)C.Cl.C1C=CC2N(O)N=NC=2C=1.[C:40]([C:42]1[CH:47]=[CH:46][N:45]=[C:44]([C:48]([NH:50][C:51]2[CH:52]=[C:53]3[C:57](=[CH:58][CH:59]=2)[N:56]([CH3:60])[CH:55]=[C:54]3[CH:61]2[CH2:66][CH2:65][NH:64][CH2:63][CH2:62]2)=[O:49])[CH:43]=1)#[N:41], predict the reaction product. The product is: [C:40]([C:42]1[CH:47]=[CH:46][N:45]=[C:44]([C:48]([NH:50][C:51]2[CH:52]=[C:53]3[C:57](=[CH:58][CH:59]=2)[N:56]([CH3:60])[CH:55]=[C:54]3[CH:61]2[CH2:66][CH2:65][N:64]([C:6]([CH:1]3[CH2:2][CH2:3][CH2:4][CH2:5]3)=[O:8])[CH2:63][CH2:62]2)=[O:49])[CH:43]=1)#[N:41].